This data is from Human Reference Interactome with 51,813 positive PPI pairs across 8,248 proteins, plus equal number of experimentally-validated negative pairs. The task is: Binary Classification. Given two protein amino acid sequences, predict whether they physically interact or not. (1) Protein 1 (ENSG00000100522) has sequence MKPDETPMFDPSLLKEVDWSQNTATFSPAISPTHPGEGLVLRPLCTADLNRGFFKVLGQLTETGVVSPEQFMKSFEHMKKSGDYYVTVVEDVTLGQIVATATLIIEHKFIHSCAKRGRVEDVVVSDECRGKQLGKLLLSTLTLLSKKLNCYKITLECLPQNVGFYKKFGYTVSEENYMCRRFLK*MKPDETPMFDPSLLKEVDWSQNTATFSPAISPTHPGEGLVLRPLCTADLNRGFFKVLGQLTETGVVSPEQFMKSFEHMKKSGDYYVTVVEDVTLGQIVATATLIIEHKFIHSCAK.... Protein 2 (ENSG00000166167) has sequence MPRSLWLGCSSLADSMPSLRCLYNPGTGALTAFQNSSEREDCNNGEPPRKIIPEKNSLRQTYNSCARLCLNQETVCLASTAMKTENCVAKTKLANGTSSMIVPKQRKLSASYEKEKELCVKYFEQWSESDQVEFVEHLISQMCHYQHGHINSYLKPMLQRDFITALPARGLDHIAENILSYLDAKSLCAAEMDPAEAVLQEKALKFMCSMPRSLWLGCSSLADSMPSLRCLYNPGTGALTAFQNSSEREDCNNGEPPRKIIPEKNSLRQTYNSCARLCLNQETVCLASTAMKTENCVAKT.... Result: 0 (the proteins do not interact). (2) Protein 1 (ENSG00000132170) has sequence MGETLGDSPIDPESDSFTDTLSANISQEMTMVDTEMPFWPTNFGISSVDLSVMEDHSHSFDIKPFTTVDFSSISTPHYEDIPFTRTDPVVADYKYDLKLQEYQSAIKVEPASPPYYSEKTQLYNKPHEEPSNSLMAIECRVCGDKASGFHYGVHACEGCKGFFRRTIRLKLIYDRCDLNCRIHKKSRNKCQYCRFQKCLAVGMSHNAIRFGRMPQAEKEKLLAEISSDIDQLNPESADLRALAKHLYDSYIKSFPLTKAKARAILTGKTTDKSPFVIYDMNSLMMGEDKIKFKHITPLQE.... Protein 2 (ENSG00000151665) has sequence MKDNDIKRLLYTHLLCIFSIILSVFIPSLFLENFSILETHLTWLCICSGFVTAVNLVLYLVVKPNTSSKRSSLSHKVTGFLKCCIYFLMSCFSFHVIFVLYGAPLIELALETFLFAVILSTFTTVPCLCLLGPNLKAWLRVFSRNGVTSIWENSLQITTISSFVGAWLGALPIPLDWERPWQVWPISCTLGATFGYVAGLVISPLWIYWNRKQLTYKNN*MKDNDIKRLLYTHLLCIFSIILSVFIPSLFLENFSILETHLTWLCICSGFVTAVNLVLYLVVKPNTSSKRSSLSHKVTGF.... Result: 0 (the proteins do not interact). (3) Protein 1 (ENSG00000141551) has sequence XLLGPSLEDLFNFCSRKFSLKTVLLLADQMISRIEYIHSKNFIHRDVKPDNFLMGLGKKGNLVYIIDFGLAKKYRDARTHQHIPYRENKNLTGTARYASINTHLGIGAEGCHQETEIRKD*MELRVGNRYRLGRKIGSGSFGDIYLGTDIAAGEEVAIKLECVKTKHPQLHIESKIYKMMQGGVGIPTIRWCGAEGDYNVMVMELLGPSLEDLFNFCSRKFSLKTVLLLADQMISRIEYIHSKNFIHRDVKPDNFLMGLGKKGNLVYIIDFGLAKKYRDARTHQHIPYRENKNLTGTARY.... Protein 2 (ENSG00000175455) has sequence MVRSGARPGQVLSSGRHTGPAKLTNGKKATYLRKIPRFNADSGYSIHSDSESQAETVHGLDGCASLLRDILRNEDSASSDNKKQIPNEASARSERDTSDLEQNWSLQDHYRMYSPIIYQALCEHVQTQMSLMNDLTSKNIPNGIPAVPCHAPSHSESQATPHSSYGLCTSTPVWSLQRPPCPPKVHSEVQTDGNSQFASQGKTVSATCTDVLRNSFNTSPGVPCSLPKTDISAIPTLQQLGLVNGILPQQGIHKETDLLKCIQTYLSLFRSHGKETHLDSQTHRSPTQSQPAFLATNEEK.... Result: 1 (the proteins interact). (4) Protein 2 (ENSG00000204052) has sequence MLPSSIQISGEPLSGAEVRDICRGLRDNAVRLLSLRGCRLCDRDFGRICRALAGATSLAQLNLNLGVVSSPSRIKQLAEALRTNRSIQSLFLHGSPLTDAGLALLNPALALHPALVALDLGDCMLGDEAINLICGLLPPDGAKSGLKELTLSANPGITPKGWSRLAIAVAHSSQVRVLNLDYNPLGDHVAGMLAVAVASSRTLEVLDLEGTGLTNQSAQTLLDMVENYPTALRSLVLAENSISPELQQQICDLLSEGEEEEEVAGGAGDTQEWERGREPAAHQRGSSSWMCPSDPSSQMV.... Protein 1 (ENSG00000178718) has sequence MENFRKVRSEEAPAGCGAEGGGPGSGPFADLAPGAVHMRVKEGSKIRNLMAFATASMAQPATRAIVFSGCGRATTKTVTCAEILKRRLAGLHQVTRLRYRSVREVWQSLPPGPTQGQTPGEPAASLSVLKNVPGLAILLSKDALDPRQPGYQPPNPHPGPSSPPAAPASKRSLGEPAAGEGSAKRSQPEPGVADEDQTA*. Result: 1 (the proteins interact). (5) Protein 1 (ENSG00000075142) has sequence MAYPGHPGAGGGYYPGGYGGAPGGPAFPGQTQDPLYGYFAAVAGQDGQIDADELQRCLTQSGIAGGYKPFNLETCRLMVSMLDRDMSGTMGFNEFKELWAVLNGWRQHFISFDTDRSGTVDPQELQKALTTMGFRLSPQAVNSIAKRYSTNGKITFDDYIACCVKLRALTDSFRRRDTAQQGVVNFPYDDFIQCVMSV*MAYPGHPGAGGGYYPGGYGGAPGGPAFPGQTQDPLYGYFAAVAGQDGQIDADELQRCLTQSGIAGGYKPFNLETCRLMVSMLDRDMSGTMGFNEFKELWAV.... Protein 2 (ENSG00000173848) has sequence MEPELAAQKQPRPRRRSRRASGLSTEGATGPSADTSGSELDGRCSLRRGSSFTFLTPGPNWDFTLKRKRREKDDDVVSLSSLDLKEPSNKRVRPLARVTSLANLISPVRNGAVRRFGQTIQSFTLRGDHRSPASAQKFSSRSTVPTPAKRRSSALWSEMLDITMKESLTTREIRRQEAIYEMSRGEQDLIEDLKLARKAYHDPMLKLSIMSEEELTHIFGDLDSYIPLHEDLLTRIGEATKPDGTVEQIGHILVSWLPRLNAYRGYCSNQLAAKALLDQKKQDPRVQDFLQRCLESPFSR.... Result: 0 (the proteins do not interact). (6) Protein 1 (ENSG00000152402) has sequence MSRRKISSESFSSLGSDYLETSPEEEGECPLSRLCWNGSRSPPGPLEPSPAAAAAAAAPAPTPAASAAAAAATAGARRVQRRRRVNLDSLGESISRLTAPSPQTIQQTLKRTLQYYEHQVIGYRDAEKNFHNISNRCSYADHSNKEEIEDVSGILQCTANILGLKFEEIQKRFGEEFFNICFHENERVLRAVGGTLQDFFNGFDALLEHIRTSFGKQATLESPSFLCKELPEGTLMLHYFHPHHIVGFAMLGMIKAAGKKIYRLDVEVEQVANEKLCSDVSNPGNCSCLTFLIKECENTN.... Protein 2 (ENSG00000168878) has sequence MAESHLLQWLLLLLPTLCGPGTAAWTTSSLACAQGPEFWCQSLEQALQCRALGHCLQEVWGHVGADDLCQECEDIVHILNKMAKEAIFQDTMRKFLEQECNVLPLKLLMPQCNQVLDDYFPLVIDYFQNQTDSNGICMHLGLCKSRQPEPEQEPGMSDPLPKPLRDPLPDPLLDKLVLPVLPGALQARPGPHTQDLSEQQFPIPLPYCWLCRALIKRIQAMIPKGALAVAVAQVCRVVPLVAGGICQCLAERYSVILLDTLLGRMLPQLVCRLVLRCSMDDSAGPRSPTGEWLPRDSECH.... Result: 0 (the proteins do not interact). (7) Protein 1 (ENSG00000133561) has sequence MEEEEYEQIPQENPPEELSQDPVLELSGGLREKEQKTPRRLRLILMGKTGSGKSATGNSILGRDVFESKLSTRPVTKTSQRRSREWAGKELEVIDTPNILSPQVSPEVADAICQAIVLSAPGPHAVLLVTQLGRFTDEDQQVVRRLQEVFGVGVLGHTILVFTRKEDLAGGSLEDYVRETNNQALAWLDVTLARRHCGFNNRAQGEEQEAQLRELMEKVEAIMWENEGDYYSNKAYQYTQQNFRLKELQERQVSQGQGSEDVPGEESWLEGLSQIQKESEEAHRCLLGKADL*MEEEEYE.... Protein 2 (ENSG00000174007) has sequence MSFLYSSKDCTRAAEQLKNNPRHKSYLEQVSLRQLEKLFSFLRGYLSGQSLAETMEQIQRETTIDPEEDLNKLDDKELAKRKSIMDELFEKNQKKKDDPNFVYDIEVEFPQDDQLQSCGWDTESADEF*MYMGMMCTAKKCGIRFQPPAIILIYESEIKGKIRQRIMPVRNFSKFSDCTRAAEQLKNNPRHKSYLEQVSLRQLEKLFSFLRGYLSGQSLAETMEQIQRETTIDPEEDLNKLDDKELAKRKSIMDELFEKNQKKKDDPNFVYDIEVEFPQDDQLQSCGWDTESADEF*. Result: 0 (the proteins do not interact). (8) Protein 1 (ENSG00000147669) has sequence MDTQKDVQPPKQQPMIYICGECHTENEIKSRDPIRCRECGYRIMYKKRTKRLVVFDAR*MDTQKDVQPPKQQPMIYICGECHTENEIKSRDPIRCRECGYRIMYKKRTKRCILLTMLSKYELGGNE*. Protein 2 (ENSG00000135002) has sequence MRHLPYFCRGQVVRGFGRGSKQLGIPTANFPEQVVDNLPADISTGIYYGWASVGSGDVHKMVVSIGWNPYYKNTKKSMETHIMHTFKEDFYGEILNVAIVGYLRPEKNFDSLESLISAIQGDIEEAKKRLELPEHLKIKEDNFFQVSKSKIMNGH*RGFGRGSKQLGIPTANFPEQVVDNLPADISTGIYYGWASVGSGDVHKMVVSIGWNPYYKNTKKSMETHIMHTFKEDFYGEILNVAIVGYLRPEKNFDSLAGWLLLSSGMKLMKSFKMCEV*. Result: 0 (the proteins do not interact). (9) Protein 1 (ENSG00000115255) has sequence MDGLRQRVEHFLEQRNLVTEVLGALEAKTGVEKRYLAAGAVTLLSLYLLFGYGASLLCNLIGFVYPAYASIKAIESPSKDDDTVWLTYWVVYALFGLAEFFSDLLLSWFPFYYVGKCAFLLFCMAPRPWNGALMLYQRVVRPLFLRHHGAVDRIMNDLSGRALDAAAGITRNVKPSQTPQPKDK*MDGLRQRVEHFLEQRNLVTEVLGALEAKTGVEKRYLAAGAVTLLSLYLLFGYGASLLCNLIGFVYPAYASIKAIESPSKDDDTVWLTYWVVYALFGLAEFFSDLLLSWFPFYYVG.... Protein 2 (ENSG00000205707) has sequence MKMANSLRGEVLKLYKNLLYLGRDYPKGADYFKKRLKNIFLKNKDVKNPEKIKELIAQGEFVMKELEALYFLRKYRAMKQRYYSDTNKTN*MKMANSLRGEVLKLYKNVSNYVANFIKMLLYDMDCLEIYNLSF*MKMANSLRGEVLKLYKNLLYLGRDYPKGADYFKKRLMKMANSLRGEVLKLYKNKKYNILGRVTMTNSSGKETKPL*MKMANSLRGEVLKLYKNKYIIFLFEAAVSWTRLSKRSRLF*. Result: 0 (the proteins do not interact).